Dataset: Full USPTO retrosynthesis dataset with 1.9M reactions from patents (1976-2016). Task: Predict the reactants needed to synthesize the given product. (1) Given the product [F:23][C:20]1[CH:21]=[CH:22][C:17]([C:16]2[S:15][C:14]([CH3:24])=[N:13][C:12]=2[C:10]([N:4]2[CH2:5][CH2:6][CH2:7][C@H:8]([CH3:9])[C@@H:3]2[CH:2]=[O:1])=[O:11])=[CH:18][CH:19]=1, predict the reactants needed to synthesize it. The reactants are: [OH:1][CH2:2][C@H:3]1[C@@H:8]([CH3:9])[CH2:7][CH2:6][CH2:5][N:4]1[C:10]([C:12]1[N:13]=[C:14]([CH3:24])[S:15][C:16]=1[C:17]1[CH:22]=[CH:21][C:20]([F:23])=[CH:19][CH:18]=1)=[O:11].CC(OI1(OC(C)=O)(OC(C)=O)OC(=O)C2C=CC=CC1=2)=O. (2) Given the product [CH:19]([N:18]1[C:14]([C:12]2[N:13]=[C:6]3[C:5]4=[CH:22][NH:23][C:2](=[O:26])[CH:3]=[C:4]4[O:10][CH2:9][CH2:8][N:7]3[CH:11]=2)=[N:15][CH:16]=[N:17]1)([CH3:21])[CH3:20], predict the reactants needed to synthesize it. The reactants are: Cl[C:2]1[N:23]=[CH:22][C:5]2[C:6]3[N:7]([CH:11]=[C:12]([C:14]4[N:18]([CH:19]([CH3:21])[CH3:20])[N:17]=[CH:16][N:15]=4)[N:13]=3)[CH2:8][CH2:9][O:10][C:4]=2[CH:3]=1.C(O)(=[O:26])C. (3) Given the product [C:17]1([CH3:20])[CH:18]=[CH:19][C:14]([C:11]2[N:12]=[CH:13][N:9]([C:6]3[CH:7]=[CH:8][C:3]([O:2][S:23]([C:22]([F:35])([F:34])[F:21])(=[O:25])=[O:24])=[CH:4][CH:5]=3)[N:10]=2)=[CH:15][CH:16]=1, predict the reactants needed to synthesize it. The reactants are: C[O:2][C:3]1[CH:8]=[CH:7][C:6]([N:9]2[CH:13]=[N:12][C:11]([C:14]3[CH:19]=[CH:18][C:17]([CH3:20])=[CH:16][CH:15]=3)=[N:10]2)=[CH:5][CH:4]=1.[F:21][C:22]([F:35])([F:34])[S:23](O[S:23]([C:22]([F:35])([F:34])[F:21])(=[O:25])=[O:24])(=[O:25])=[O:24].C(C1C=C(C)N=C(C)C=1)(C)(C)C. (4) Given the product [ClH:59].[N:18]1[CH:23]=[CH:22][CH:21]=[C:20]([CH2:24][O:1][C:2]2[CH:3]=[C:4]3[C:8](=[CH:9][CH:10]=2)[CH2:7][C@H:6]([NH:11][S:12]([CH:15]([CH3:17])[CH3:16])(=[O:14])=[O:13])[CH2:5]3)[CH:19]=1, predict the reactants needed to synthesize it. The reactants are: [OH:1][C:2]1[CH:3]=[C:4]2[C:8](=[CH:9][CH:10]=1)[CH2:7][C@H:6]([NH:11][S:12]([CH:15]([CH3:17])[CH3:16])(=[O:14])=[O:13])[CH2:5]2.[N:18]1[CH:23]=[CH:22][CH:21]=[C:20]([CH2:24]O)[CH:19]=1.C1(P(C2C=CC=CC=2)C2C=CC=CC=2)C=CC=CC=1.N(C(OC(C)C)=O)=NC(OC(C)C)=O.[Cl:59]CCl. (5) Given the product [C:16]([C:15]([C:14](=[O:19])[CH3:13])=[CH:1][C:3]1[CH:10]=[CH:9][C:6]([C:7]#[N:8])=[CH:5][C:4]=1[O:11][CH3:12])(=[O:18])[CH3:17], predict the reactants needed to synthesize it. The reactants are: [CH:1]([C:3]1[CH:10]=[CH:9][C:6]([C:7]#[N:8])=[CH:5][C:4]=1[O:11][CH3:12])=O.[CH3:13][C:14](=[O:19])[CH2:15][C:16](=[O:18])[CH3:17].C(O)(=O)C.N1CCCCC1.